From a dataset of CYP2C19 inhibition data for predicting drug metabolism from PubChem BioAssay. Regression/Classification. Given a drug SMILES string, predict its absorption, distribution, metabolism, or excretion properties. Task type varies by dataset: regression for continuous measurements (e.g., permeability, clearance, half-life) or binary classification for categorical outcomes (e.g., BBB penetration, CYP inhibition). Dataset: cyp2c19_veith. (1) The drug is CC(=O)Nc1ccc(S(=O)(=O)N2CCN(c3cc4c(cc3[N+](=O)[O-])n(C)c(=O)n4C)CC2)cc1. The result is 1 (inhibitor). (2) The molecule is O=[N+]([O-])c1ccc(/C=N/n2c(COc3ccccc3)n[nH]c2=S)cc1. The result is 1 (inhibitor). (3) The molecule is O=C(NCCCCc1ccccc1)C1CC(c2ccccc2[N+](=O)[O-])=NO1. The result is 1 (inhibitor). (4) The drug is COc1ccc2[nH]cc(CCNc3ccnc(-c4ccc(N(C)C)cc4)n3)c2c1. The result is 1 (inhibitor). (5) The result is 1 (inhibitor). The molecule is CCN(C(=O)CSc1nc2cc(C(=O)OC)ccc2c(=O)n1Cc1ccco1)c1cccc(C)c1. (6) The drug is O=[N+]([O-])c1ccc(S(=O)(=O)Nc2ccc(-c3csc(-c4ccccc4)n3)cc2)cc1. The result is 1 (inhibitor). (7) The compound is CN(CCc1ccccn1)Cc1ccc(Cl)cc1Cl. The result is 1 (inhibitor). (8) The molecule is O=C(C1CCCN(S(=O)(=O)c2cccc3nsnc23)C1)N1CC=C(c2ccccc2)CC1. The result is 1 (inhibitor).